Dataset: Forward reaction prediction with 1.9M reactions from USPTO patents (1976-2016). Task: Predict the product of the given reaction. (1) Given the reactants [CH:1]([O:4][C:5]([N:7]1[CH2:12][CH2:11][CH:10]([O:13][C:14]2[C:19]([O:20][CH3:21])=[C:18](Cl)[N:17]=[CH:16][N:15]=2)[CH2:9][CH2:8]1)=[O:6])([CH3:3])[CH3:2].[CH3:23][C:24]1[C:29]([NH2:30])=[CH:28][CH:27]=[C:26]([S:31]([CH3:34])(=[O:33])=[O:32])[N:25]=1.C(N1CCN2CCN(CC(C)C)P1N(CC(C)C)CC2)C(C)C.CC([O-])(C)C.[Na+], predict the reaction product. The product is: [CH:1]([O:4][C:5]([N:7]1[CH2:12][CH2:11][CH:10]([O:13][C:14]2[C:19]([O:20][CH3:21])=[C:18]([NH:30][C:29]3[C:24]([CH3:23])=[N:25][C:26]([S:31]([CH3:34])(=[O:33])=[O:32])=[CH:27][CH:28]=3)[N:17]=[CH:16][N:15]=2)[CH2:9][CH2:8]1)=[O:6])([CH3:3])[CH3:2]. (2) Given the reactants Br[C:2]1[C:3]2[N:10]([CH:11]3[CH2:13][CH2:12]3)[C:9]([C:14]3[C:15]([NH2:19])=[N:16][O:17][N:18]=3)=[N:8][C:4]=2[CH:5]=[N:6][CH:7]=1.[C:20]1(B(O)O)[CH:25]=[CH:24][CH:23]=[CH:22][CH:21]=1, predict the reaction product. The product is: [CH:11]1([N:10]2[C:3]3[C:2]([C:20]4[CH:25]=[CH:24][CH:23]=[CH:22][CH:21]=4)=[CH:7][N:6]=[CH:5][C:4]=3[N:8]=[C:9]2[C:14]2[C:15]([NH2:19])=[N:16][O:17][N:18]=2)[CH2:13][CH2:12]1.